This data is from Retrosynthesis with 50K atom-mapped reactions and 10 reaction types from USPTO. The task is: Predict the reactants needed to synthesize the given product. (1) Given the product CC(C)C[C@H](N[C@@H](C)C(=O)N1C(=O)N(Cc2ccccc2)C[C@H]1C(=O)O)C(=O)OCc1ccccc1, predict the reactants needed to synthesize it. The reactants are: CC(C)C[C@H](N[C@@H](C)C(=O)N1C(=O)N(Cc2ccccc2)C[C@H]1C(=O)OC(C)(C)C)C(=O)OCc1ccccc1. (2) Given the product Oc1ccc2c(c1)CCC21CCCc2cncn21, predict the reactants needed to synthesize it. The reactants are: COc1ccc2c(c1)CCC21CCCc2cncn21.